Dataset: Full USPTO retrosynthesis dataset with 1.9M reactions from patents (1976-2016). Task: Predict the reactants needed to synthesize the given product. (1) The reactants are: Cl[C:2]1[CH:3]=[C:4]([F:10])[C:5]([O:8][CH3:9])=[N:6][CH:7]=1.[B:11]1([B:11]2[O:15][C:14]([CH3:17])([CH3:16])[C:13]([CH3:19])([CH3:18])[O:12]2)[O:15][C:14]([CH3:17])([CH3:16])[C:13]([CH3:19])([CH3:18])[O:12]1.C(Cl)Cl.C([O-])(=O)C.[K+]. Given the product [F:10][C:4]1[C:5]([O:8][CH3:9])=[N:6][CH:7]=[C:2]([B:11]2[O:15][C:14]([CH3:17])([CH3:16])[C:13]([CH3:19])([CH3:18])[O:12]2)[CH:3]=1, predict the reactants needed to synthesize it. (2) Given the product [Cl:25][C:2]1[N:7]2[N:8]=[CH:9][C:10]([C:11]3[CH:16]=[CH:15][CH:14]=[CH:13][CH:12]=3)=[C:6]2[N:5]=[C:4]([CH3:17])[C:3]=1[CH2:18][C:19]([O:21][CH3:22])=[O:20], predict the reactants needed to synthesize it. The reactants are: O[CH:2]1[N:7]2[N:8]=[CH:9][C:10]([C:11]3[CH:16]=[CH:15][CH:14]=[CH:13][CH:12]=3)=[C:6]2[NH:5][C:4]([CH3:17])=[C:3]1[CH2:18][C:19]([O:21][CH3:22])=[O:20].O=P(Cl)(Cl)[Cl:25].